From a dataset of NCI-60 drug combinations with 297,098 pairs across 59 cell lines. Regression. Given two drug SMILES strings and cell line genomic features, predict the synergy score measuring deviation from expected non-interaction effect. (1) Drug 1: C1CC(=O)NC(=O)C1N2CC3=C(C2=O)C=CC=C3N. Drug 2: C1=NC2=C(N1)C(=S)N=C(N2)N. Cell line: RXF 393. Synergy scores: CSS=19.1, Synergy_ZIP=-6.50, Synergy_Bliss=-2.15, Synergy_Loewe=-19.7, Synergy_HSA=-0.0447. (2) Drug 1: CC(C1=C(C=CC(=C1Cl)F)Cl)OC2=C(N=CC(=C2)C3=CN(N=C3)C4CCNCC4)N. Drug 2: CC1=C2C(C(=O)C3(C(CC4C(C3C(C(C2(C)C)(CC1OC(=O)C(C(C5=CC=CC=C5)NC(=O)OC(C)(C)C)O)O)OC(=O)C6=CC=CC=C6)(CO4)OC(=O)C)OC)C)OC. Cell line: T-47D. Synergy scores: CSS=32.0, Synergy_ZIP=5.65, Synergy_Bliss=5.02, Synergy_Loewe=-15.7, Synergy_HSA=3.87.